Dataset: Forward reaction prediction with 1.9M reactions from USPTO patents (1976-2016). Task: Predict the product of the given reaction. Given the reactants [CH:1]1([CH2:4][N:5]2[CH2:19][CH2:18][CH2:17][N:8]3[C:9]4[CH:10]=[CH:11][C:12]([OH:16])=[CH:13][C:14]=4[CH:15]=[C:7]3[C:6]2=[O:20])[CH2:3][CH2:2]1.[CH:21]([N:24]1[CH2:29][CH2:28][CH:27](O)[CH2:26][CH2:25]1)([CH3:23])[CH3:22].C1(P(C2C=CC=CC=2)C2C=CC=CC=2)C=CC=CC=1.CC(OC(/N=N/C(OC(C)(C)C)=O)=O)(C)C, predict the reaction product. The product is: [CH:1]1([CH2:4][N:5]2[CH2:19][CH2:18][CH2:17][N:8]3[C:9]4[CH:10]=[CH:11][C:12]([O:16][CH:27]5[CH2:28][CH2:29][N:24]([CH:21]([CH3:23])[CH3:22])[CH2:25][CH2:26]5)=[CH:13][C:14]=4[CH:15]=[C:7]3[C:6]2=[O:20])[CH2:2][CH2:3]1.